From a dataset of Forward reaction prediction with 1.9M reactions from USPTO patents (1976-2016). Predict the product of the given reaction. (1) Given the reactants Br[CH2:2][C:3]1[NH:8][C:7]([C:9]2[N:10]=[CH:11][S:12][CH:13]=2)=[N:6][CH:5]([C:14]2[CH:19]=[CH:18][C:17]([Cl:20])=[CH:16][C:15]=2[Cl:21])[C:4]=1[C:22]([O:24][CH2:25][CH3:26])=[O:23].Cl.[NH:28]1[CH2:33][CH2:32][O:31][CH:30]([CH2:34][CH2:35][C:36]([OH:38])=[O:37])[CH2:29]1, predict the reaction product. The product is: [Cl:21][C:15]1[CH:16]=[C:17]([Cl:20])[CH:18]=[CH:19][C:14]=1[CH:5]1[N:6]=[C:7]([C:9]2[N:10]=[CH:11][S:12][CH:13]=2)[NH:8][C:3]([CH2:2][N:28]2[CH2:33][CH2:32][O:31][CH:30]([CH2:34][CH2:35][C:36]([OH:38])=[O:37])[CH2:29]2)=[C:4]1[C:22]([O:24][CH2:25][CH3:26])=[O:23]. (2) Given the reactants C([O:4][C:5]([CH3:10])([CH3:9])[C:6](Cl)=[O:7])(=O)C.[Br:11][C:12]1[C:13]([F:22])=[C:14]2[C:20]([NH2:21])=[CH:19][NH:18][C:15]2=[N:16][CH:17]=1.C(N(CC)CC)C, predict the reaction product. The product is: [Br:11][C:12]1[C:13]([F:22])=[C:14]2[C:20]([NH:21][C:6](=[O:7])[C:5]([OH:4])([CH3:9])[CH3:10])=[CH:19][NH:18][C:15]2=[N:16][CH:17]=1. (3) Given the reactants N#N.[CH3:3][C:4]([CH3:44])([CH2:40][CH2:41][CH:42]=[CH2:43])[CH2:5][O:6][C:7]([NH:9][C@H:10]([C:15]([N:17]1[CH2:25][C@H:24]([NH:26][C:27]([C:29]2[N:30]([CH3:39])[C:31]3[C:36]([CH:37]=2)=[C:35](Br)[CH:34]=[CH:33][CH:32]=3)=[O:28])[CH2:23][C@H:18]1[C:19]([O:21][CH3:22])=[O:20])=[O:16])[C:11]([CH3:14])([CH3:13])[CH3:12])=[O:8].[CH2:45](C([Sn])=C(CCCC)CCCC)[CH2:46]CC, predict the reaction product. The product is: [CH3:3][C:4]([CH3:44])([CH2:40][CH2:41][CH:42]=[CH2:43])[CH2:5][O:6][C:7]([NH:9][C@H:10]([C:15]([N:17]1[CH2:25][C@H:24]([NH:26][C:27]([C:29]2[N:30]([CH3:39])[C:31]3[C:36]([CH:37]=2)=[C:35]([CH:45]=[CH2:46])[CH:34]=[CH:33][CH:32]=3)=[O:28])[CH2:23][C@H:18]1[C:19]([O:21][CH3:22])=[O:20])=[O:16])[C:11]([CH3:14])([CH3:13])[CH3:12])=[O:8].